Task: Predict the reactants needed to synthesize the given product.. Dataset: Full USPTO retrosynthesis dataset with 1.9M reactions from patents (1976-2016) (1) Given the product [N:7]1([S:53]([C:33]2[C:32]3[C:36](=[CH:37][CH:38]=[C:30]([Br:29])[CH:31]=3)[NH:35][C:34]=2[C:48]([NH2:57])=[O:50])(=[O:54])=[O:55])[CH2:8][CH2:9][CH2:10]1, predict the reactants needed to synthesize it. The reactants are: ClC1C=C2[C:8](=[CH:9][CH:10]=1)[N:7](S(C1C=CC=CC=1)(=O)=O)C(C(OCC)=O)=C2S(Cl)(=O)=O.[Br:29][C:30]1[CH:31]=[C:32]2[C:36](=[CH:37][CH:38]=1)[N:35](S(C1C=CC=CC=1)(=O)=O)[C:34]([C:48]([O:50]CC)=O)=[C:33]2[S:53](Cl)(=[O:55])=[O:54].[NH:57]1CCOCC1.N1CCC1. (2) Given the product [CH3:16][C:17]([S@:20]([NH:22][CH:13]([C:4]1[CH:5]=[CH:6][C:7]([O:8][C:9]([F:12])([F:11])[F:10])=[C:2]([CH3:1])[CH:3]=1)[CH3:14])=[O:21])([CH3:19])[CH3:18], predict the reactants needed to synthesize it. The reactants are: [CH3:1][C:2]1[CH:3]=[C:4]([C:13](=O)[CH3:14])[CH:5]=[CH:6][C:7]=1[O:8][C:9]([F:12])([F:11])[F:10].[CH3:16][C:17]([S@:20]([NH2:22])=[O:21])([CH3:19])[CH3:18]. (3) The reactants are: [CH2:1]([C@@:5]1([CH2:28][CH3:29])[NH:11][C@H:10]([C:12]2[CH:17]=[CH:16][CH:15]=[CH:14][CH:13]=2)[C:9]2[CH:18]=[C:19]([O:24][CH3:25])[C:20]([CH:22]=O)=[CH:21][C:8]=2[S:7](=[O:27])(=[O:26])[CH2:6]1)[CH2:2][CH2:3][CH3:4].[NH2:30][CH:31]([CH2:38][C:39]([O:41][CH2:42][CH3:43])=[O:40])[CH2:32][C:33]([O:35][CH2:36][CH3:37])=[O:34].C(O)(=O)C. Given the product [CH2:1]([C@@:5]1([CH2:28][CH3:29])[NH:11][C@H:10]([C:12]2[CH:17]=[CH:16][CH:15]=[CH:14][CH:13]=2)[C:9]2[CH:18]=[C:19]([O:24][CH3:25])[C:20]([CH2:22][NH:30][CH:31]([CH2:32][C:33]([O:35][CH2:36][CH3:37])=[O:34])[CH2:38][C:39]([O:41][CH2:42][CH3:43])=[O:40])=[CH:21][C:8]=2[S:7](=[O:26])(=[O:27])[CH2:6]1)[CH2:2][CH2:3][CH3:4], predict the reactants needed to synthesize it. (4) Given the product [O:12]=[C:10]1[C@@H:9]2[CH2:13][C@@H:14]([CH2:15][N:8]2[C:6]([O:5][C:1]([CH3:2])([CH3:3])[CH3:4])=[O:7])[O:16]1, predict the reactants needed to synthesize it. The reactants are: [C:1]([O:5][C:6]([N:8]1[CH2:15][C@H:14]([OH:16])[CH2:13][C@H:9]1[C:10]([OH:12])=O)=[O:7])([CH3:4])([CH3:3])[CH3:2].C1(P(C2C=CC=CC=2)C2C=CC=CC=2)C=CC=CC=1.N(C(OCC)=O)=NC(OCC)=O. (5) Given the product [CH2:1]([O:3][C:4]([N:6]1[C:15]2[C:10](=[N:11][C:12]([O:16][CH3:17])=[CH:13][CH:14]=2)[C@@H:9]([NH:18][C:19]2[N:24]=[C:23]([CH2:25][C:26]3[CH:31]=[C:30]([C:32]([F:35])([F:34])[F:33])[CH:29]=[C:28]([C:36]([F:38])([F:39])[F:37])[CH:27]=3)[C:22]([NH:40][CH2:41][CH2:45][CH2:46][CH2:47][C:48]([O:50][CH2:51][CH3:52])=[O:49])=[CH:21][N:20]=2)[CH2:8][C@H:7]1[CH2:42][CH3:43])=[O:5])[CH3:2], predict the reactants needed to synthesize it. The reactants are: [CH2:1]([O:3][C:4]([N:6]1[C:15]2[C:10](=[N:11][C:12]([O:16][CH3:17])=[CH:13][CH:14]=2)[C@@H:9]([NH:18][C:19]2[N:24]=[C:23]([CH2:25][C:26]3[CH:31]=[C:30]([C:32]([F:35])([F:34])[F:33])[CH:29]=[C:28]([C:36]([F:39])([F:38])[F:37])[CH:27]=3)[C:22]([NH:40][CH3:41])=[CH:21][N:20]=2)[CH2:8][C@H:7]1[CH2:42][CH3:43])=[O:5])[CH3:2].Br[CH2:45][CH2:46][CH2:47][C:48]([O:50][CH2:51][CH3:52])=[O:49].C(=O)([O-])[O-].[K+].[K+].